This data is from Forward reaction prediction with 1.9M reactions from USPTO patents (1976-2016). The task is: Predict the product of the given reaction. (1) Given the reactants [CH3:1][O:2][C:3](=[O:16])[C:4]1[CH:9]=[C:8]([O:10][CH3:11])[CH:7]=[CH:6][C:5]=1[S:12](O)(=[O:14])=[O:13].P(Cl)(Cl)(Cl)(Cl)[Cl:18], predict the reaction product. The product is: [CH3:1][O:2][C:3](=[O:16])[C:4]1[CH:9]=[C:8]([O:10][CH3:11])[CH:7]=[CH:6][C:5]=1[S:12]([Cl:18])(=[O:14])=[O:13]. (2) Given the reactants [CH2:1]1[CH:6]2[CH2:7][C:8]3([NH2:11])[CH2:10][CH:4]([CH2:5]2)[CH2:3][CH:2]1[CH2:9]3.Cl[CH2:13][C:14]1[N:18]=[C:17]([C:19]2[CH:24]=[CH:23][C:22]([CH3:25])=[CH:21][CH:20]=2)[O:16][N:15]=1, predict the reaction product. The product is: [C:22]1([CH3:25])[CH:21]=[CH:20][C:19]([C:17]2[O:16][N:15]=[C:14]([CH2:13][NH:11][C:8]34[CH2:10][CH:4]5[CH2:5][CH:6]([CH2:1][CH:2]([CH2:3]5)[CH2:9]3)[CH2:7]4)[N:18]=2)=[CH:24][CH:23]=1. (3) Given the reactants [NH2:1][C:2]1[CH:7]=[CH:6][C:5]([C:8]2[C:16]3[C:15]([NH2:17])=[N:14][CH:13]=[N:12][C:11]=3[S:10][CH:9]=2)=[CH:4][CH:3]=1.[F:18][C:19]1[CH:24]=[CH:23][C:22]([C:25]([F:28])([F:27])[F:26])=[CH:21][C:20]=1[N:29]=[C:30]=[O:31], predict the reaction product. The product is: [NH2:17][C:15]1[C:16]2[C:8]([C:5]3[CH:4]=[CH:3][C:2]([NH:1][C:30]([NH:29][C:20]4[CH:21]=[C:22]([C:25]([F:26])([F:28])[F:27])[CH:23]=[CH:24][C:19]=4[F:18])=[O:31])=[CH:7][CH:6]=3)=[CH:9][S:10][C:11]=2[N:12]=[CH:13][N:14]=1. (4) Given the reactants [I:1][C:2]1[CH:3]=[C:4]2[C:8](=[CH:9][CH:10]=1)[NH:7][CH:6]=[CH:5]2.[O:11]1[C:15]([C:16]2[CH:21]=[CH:20][C:19]([S:22](Cl)(=[O:24])=[O:23])=[CH:18][CH:17]=2)=[CH:14][N:13]=[CH:12]1, predict the reaction product. The product is: [I:1][C:2]1[CH:3]=[C:4]2[C:8](=[CH:9][CH:10]=1)[N:7]([S:22]([C:19]1[CH:20]=[CH:21][C:16]([C:15]3[O:11][CH:12]=[N:13][CH:14]=3)=[CH:17][CH:18]=1)(=[O:23])=[O:24])[CH:6]=[CH:5]2.